This data is from Forward reaction prediction with 1.9M reactions from USPTO patents (1976-2016). The task is: Predict the product of the given reaction. (1) Given the reactants [Cl:1][C:2]1[S:6][C:5]([C:7]([NH:9][CH:10]([CH3:15])[C:11]([O:13]C)=[O:12])=[O:8])=[CH:4][CH:3]=1.C(O)C, predict the reaction product. The product is: [Cl:1][C:2]1[S:6][C:5]([C:7]([NH:9][CH:10]([CH3:15])[C:11]([OH:13])=[O:12])=[O:8])=[CH:4][CH:3]=1. (2) The product is: [NH2:1][C:4]1[CH:5]=[CH:6][C:7]([C:10]2([C:13]([O:15][CH2:16][CH3:17])=[O:14])[CH2:12][CH2:11]2)=[CH:8][CH:9]=1. Given the reactants [N+:1]([C:4]1[CH:9]=[CH:8][C:7]([C:10]2([C:13]([O:15][CH2:16][CH3:17])=[O:14])[CH2:12][CH2:11]2)=[CH:6][CH:5]=1)([O-])=O, predict the reaction product. (3) Given the reactants C([O:8][C:9]([C@H:11]1[CH2:15][CH2:14][CH2:13][N:12]1[CH2:16][C:17]1[S:21][C:20]([NH:22][C:23]([N:25]([CH:32]2[CH2:37][CH2:36][CH2:35][CH2:34][CH2:33]2)[CH:26]2[CH2:31][CH2:30][CH2:29][CH2:28][CH2:27]2)=[O:24])=[N:19][CH:18]=1)=[O:10])C1C=CC=CC=1, predict the reaction product. The product is: [CH:32]1([N:25]([CH:26]2[CH2:31][CH2:30][CH2:29][CH2:28][CH2:27]2)[C:23](=[O:24])[NH:22][C:20]2[S:21][C:17]([CH2:16][N:12]3[CH2:13][CH2:14][CH2:15][C@@H:11]3[C:9]([OH:10])=[O:8])=[CH:18][N:19]=2)[CH2:33][CH2:34][CH2:35][CH2:36][CH2:37]1. (4) Given the reactants Cl.[CH3:2][NH:3][O:4][CH3:5].Cl.C(N=C=NCCCN(C)C)C.[CH3:18][N:19]([CH3:29])[C:20]1[N:21]=[CH:22][C:23]([C:26]([O-:28])=O)=[N:24][CH:25]=1.[Na+], predict the reaction product. The product is: [CH3:29][N:19]([CH3:18])[C:20]1[N:21]=[CH:22][C:23]([C:26]([N:3]([O:4][CH3:5])[CH3:2])=[O:28])=[N:24][CH:25]=1. (5) Given the reactants [Cl-].[Ca+2].[Cl-].[BH4-].[Na+].[OH:6][C@@:7]([C:38]1[CH:47]=[CH:46][C:45]2[C:40](=[CH:41][CH:42]=[C:43]([C:48]([NH:50][CH3:51])=[O:49])[CH:44]=2)[CH:39]=1)([C:14]1[N:15]=[CH:16][N:17]([C:19]([C:32]2[CH:37]=[CH:36][CH:35]=[CH:34][CH:33]=2)([C:26]2[CH:31]=[CH:30][CH:29]=[CH:28][CH:27]=2)[C:20]2[CH:25]=[CH:24][CH:23]=[CH:22][CH:21]=2)[CH:18]=1)[CH2:8][C:9](OCC)=[O:10].Cl.[OH-].[Na+], predict the reaction product. The product is: [OH:6][C@@:7]([C:38]1[CH:39]=[C:40]2[C:45](=[CH:46][CH:47]=1)[CH:44]=[C:43]([C:48]([NH:50][CH3:51])=[O:49])[CH:42]=[CH:41]2)([C:14]1[N:15]=[CH:16][N:17]([C:19]([C:26]2[CH:31]=[CH:30][CH:29]=[CH:28][CH:27]=2)([C:32]2[CH:33]=[CH:34][CH:35]=[CH:36][CH:37]=2)[C:20]2[CH:25]=[CH:24][CH:23]=[CH:22][CH:21]=2)[CH:18]=1)[CH2:8][CH2:9][OH:10]. (6) Given the reactants [OH:1][C:2]1[C:11]([CH3:12])=[C:10]([O:13][CH2:14][O:15][CH3:16])[CH:9]=[CH:8][C:3]=1[C:4]([O:6][CH3:7])=[O:5].C(=O)([O-])[O-].[K+].[K+].[Cl:23][C:24]1[CH:31]=[C:30]([Cl:32])[CH:29]=[CH:28][C:25]=1[CH2:26]Cl.O, predict the reaction product. The product is: [Cl:23][C:24]1[CH:31]=[C:30]([Cl:32])[CH:29]=[CH:28][C:25]=1[CH2:26][O:1][C:2]1[C:11]([CH3:12])=[C:10]([O:13][CH2:14][O:15][CH3:16])[CH:9]=[CH:8][C:3]=1[C:4]([O:6][CH3:7])=[O:5].